From a dataset of Reaction yield outcomes from USPTO patents with 853,638 reactions. Predict the reaction yield, written as a fraction of the theoretical maximum amount of product (1.0 means a 100% yield; for example, 0.34 means a 34% yield). (1) The yield is 0.350. The product is [NH2:1][C:2]1[N:6]([C:7]([C:9]2[CH:10]=[CH:11][C:12]([CH3:15])=[CH:13][CH:14]=2)=[O:8])[N:5]=[C:4]([NH:16][C:17]2[CH:18]=[CH:19][C:20]([OH:23])=[CH:21][CH:22]=2)[N:3]=1. The reactants are [NH2:1][C:2]1[N:6]([C:7]([C:9]2[CH:14]=[CH:13][C:12]([CH3:15])=[CH:11][CH:10]=2)=[O:8])[N:5]=[C:4]([NH:16][C:17]2[CH:22]=[CH:21][C:20]([O:23]CC3C=CC=CC=3)=[CH:19][CH:18]=2)[N:3]=1. The catalyst is C1CCCCC=1.C1COCC1.[Pd]. (2) The reactants are [CH3:1][O:2][C:3]1[CH:10]=[CH:9][C:6]([CH2:7]Cl)=[CH:5][CH:4]=1.[CH2:11]([NH:18][CH2:19][C:20]([O:22][CH2:23][CH3:24])=[O:21])[C:12]1[CH:17]=[CH:16][CH:15]=[CH:14][CH:13]=1.[H-].[Na+]. The catalyst is CN(C=O)C. The product is [CH2:23]([O:22][C:20](=[O:21])[CH2:19][N:18]([CH2:11][C:12]1[CH:17]=[CH:16][CH:15]=[CH:14][CH:13]=1)[CH2:7][C:6]1[CH:9]=[CH:10][C:3]([O:2][CH3:1])=[CH:4][CH:5]=1)[CH3:24]. The yield is 0.100. (3) The reactants are [CH3:1][N:2]([C:13]1[CH:18]=[CH:17][CH:16]=[CH:15][CH:14]=1)[CH:3]([C:7]1[CH:12]=[CH:11][CH:10]=[CH:9][CH:8]=1)[C:4]([OH:6])=[O:5].[N:19]12[CH2:26][CH2:25][CH:22]([CH2:23][CH2:24]1)[C@@H:21](O)[CH2:20]2.C1C=CC2N(O)N=NC=2C=1.C1CCC(N=C=NC2CCCCC2)CC1. The catalyst is C1COCC1. The product is [CH3:1][N:2]([C:13]1[CH:18]=[CH:17][CH:16]=[CH:15][CH:14]=1)[CH:3]([C:7]1[CH:12]=[CH:11][CH:10]=[CH:9][CH:8]=1)[C:4]([O:6][C@@H:21]1[CH:22]2[CH2:25][CH2:26][N:19]([CH2:24][CH2:23]2)[CH2:20]1)=[O:5]. The yield is 0.688. (4) The reactants are [C:1]([C:3]1[C:8]([CH3:9])=[CH:7][C:6]([CH:10]([NH:12]C(=O)OC(C)(C)C)[CH3:11])=[C:5]([O:20][CH2:21][CH3:22])[C:4]=1[C:23]1[CH:24]=[N:25][CH:26]=[C:27]([S:29]([CH3:32])(=[O:31])=[O:30])[CH:28]=1)#[N:2]. The catalyst is Cl.O1CCOCC1. The product is [NH2:12][CH:10]([C:6]1[CH:7]=[C:8]([CH3:9])[C:3]([C:1]#[N:2])=[C:4]([C:23]2[CH:24]=[N:25][CH:26]=[C:27]([S:29]([CH3:32])(=[O:31])=[O:30])[CH:28]=2)[C:5]=1[O:20][CH2:21][CH3:22])[CH3:11]. The yield is 1.00. (5) The reactants are [O:1]=[C:2]1[NH:7][C:6]2[CH:8]=[C:9]([C:12](OC)=[O:13])[CH:10]=[N:11][C:5]=2[N:4]2[CH2:16][CH2:17][S:18][CH2:19][CH:3]12.[H-].[Na+].[H-].[Al+3].[Li+].[H-].[H-].[H-].CO. The catalyst is O1CCCC1.O.C(OCC)(=O)C. The product is [OH:13][CH2:12][C:9]1[CH:10]=[N:11][C:5]2[N:4]3[CH2:16][CH2:17][S:18][CH2:19][CH:3]3[C:2](=[O:1])[NH:7][C:6]=2[CH:8]=1. The yield is 0.980. (6) The reactants are [NH:1]1[CH2:6][CH2:5][NH:4][CH2:3][CH2:2]1.Cl[C:8]1[N:13]=[C:12]([N:14]([CH2:17][CH3:18])[CH2:15][CH3:16])[CH:11]=[CH:10][N:9]=1. The catalyst is C(O)C. The product is [CH2:17]([N:14]([CH2:15][CH3:16])[C:12]1[CH:11]=[CH:10][N:9]=[C:8]([N:1]2[CH2:6][CH2:5][NH:4][CH2:3][CH2:2]2)[N:13]=1)[CH3:18]. The yield is 0.630.